From a dataset of Full USPTO retrosynthesis dataset with 1.9M reactions from patents (1976-2016). Predict the reactants needed to synthesize the given product. (1) Given the product [CH3:18][C:6]1[CH:7]=[C:8]([C:11](=[O:12])[CH2:16][CH3:17])[CH:9]=[CH:10][C:5]=1[B:19]([OH:22])[OH:20], predict the reactants needed to synthesize it. The reactants are: [Mg].II.Br[C:5]1[CH:10]=[CH:9][C:8]([C:11]2([CH2:16][CH3:17])OCC[O:12]2)=[CH:7][C:6]=1[CH3:18].[B:19](OC)([O:22]C)[O:20]C.Cl. (2) Given the product [OH:7][C:1]1[CH:6]=[CH:5][C:4]([N:17]2[C:15](=[O:16])[N:14]([C:11]3[CH:12]=[CH:13][CH:8]=[CH:9][CH:10]=3)[C:19](=[O:20])[NH:18]2)=[CH:3][CH:2]=1, predict the reactants needed to synthesize it. The reactants are: [C:1]1([OH:7])[CH:6]=[CH:5][CH:4]=[CH:3][CH:2]=1.[CH:8]1[CH:13]=[CH:12][C:11]([N:14]2[C:19](=[O:20])[N:18]=[N:17][C:15]2=[O:16])=[CH:10][CH:9]=1.Cl. (3) The reactants are: I[C:2]1[CH:18]=[CH:17][C:5]2[N:6]([CH2:10][CH2:11][N:12]3[CH2:16][CH2:15][CH2:14][CH2:13]3)[C:7](=[O:9])[NH:8][C:4]=2[CH:3]=1.[Cl:19][C:20]1[CH:25]=[CH:24][C:23]([C:26]2[CH:27]=[CH:28][C:29]([C:32]#[CH:33])=[N:30][CH:31]=2)=[CH:22][CH:21]=1. Given the product [Cl:19][C:20]1[CH:21]=[CH:22][C:23]([C:26]2[CH:27]=[CH:28][C:29]([C:32]#[C:33][C:2]3[CH:18]=[CH:17][C:5]4[N:6]([CH2:10][CH2:11][N:12]5[CH2:16][CH2:15][CH2:14][CH2:13]5)[C:7](=[O:9])[NH:8][C:4]=4[CH:3]=3)=[N:30][CH:31]=2)=[CH:24][CH:25]=1, predict the reactants needed to synthesize it. (4) The reactants are: [I:1][C:2]1[CH:3]=[CH:4][C:5]([C:18]([O:20][CH3:21])=[O:19])=[C:6]([NH:8][C:9]2[CH:17]=[CH:16][CH:15]=[CH:14][C:10]=2[C:11]([OH:13])=O)[CH:7]=1. Given the product [I:1][C:2]1[C:7]2[C:11](=[O:13])[C:10]3[C:9](=[CH:17][CH:16]=[CH:15][CH:14]=3)[NH:8][C:6]=2[C:5]([C:18]([O:20][CH3:21])=[O:19])=[CH:4][CH:3]=1, predict the reactants needed to synthesize it. (5) The reactants are: [SH:1][CH2:2][C:3]([OH:5])=[O:4].[SH-:6].[Na+:7].Cl[CH2:9][C:10]([O-:12])=[O:11].[Na+]. Given the product [SH:1][CH2:2][CH2:9][C:10]([OH:12])=[O:11].[SH-:6].[Na+:7].[C:3]1(=[O:4])[O:5][CH2:9][CH2:2]1, predict the reactants needed to synthesize it. (6) The reactants are: [OH:1][C:2]1[CH:10]=[CH:9][C:8]2[N:7]3[CH2:11][CH2:12][CH:13]([CH2:14][C:15]([O:17]C(C)(C)C)=[O:16])[C:6]3=[CH:5][C:4]=2[CH:3]=1.Cl[CH2:23][C:24]1[CH:25]=[CH:26][C:27]([O:32][CH3:33])=[C:28]([CH:31]=1)[C:29]#[N:30]. Given the product [C:29]([C:28]1[CH:31]=[C:24]([CH:25]=[CH:26][C:27]=1[O:32][CH3:33])[CH2:23][O:1][C:2]1[CH:10]=[CH:9][C:8]2[N:7]3[CH2:11][CH2:12][CH:13]([CH2:14][C:15]([OH:17])=[O:16])[C:6]3=[CH:5][C:4]=2[CH:3]=1)#[N:30], predict the reactants needed to synthesize it. (7) Given the product [NH3:8].[Br:1][C:2]1[CH:3]=[CH:4][C:5]([N:8]2[C:16]3[C:11](=[CH:12][C:13]([O:17][CH2:18][CH2:19][CH2:20][CH2:21][N:22]([CH2:23][CH3:24])[CH2:25][CH3:26])=[CH:14][CH:15]=3)[CH2:10][CH2:9]2)=[CH:6][CH:7]=1, predict the reactants needed to synthesize it. The reactants are: [Br:1][C:2]1[CH:7]=[CH:6][C:5]([N:8]2[C:16]3[C:11](=[CH:12][C:13]([O:17][CH2:18][CH2:19][CH2:20][CH2:21][N:22]([CH2:25][CH3:26])[CH2:23][CH3:24])=[CH:14][CH:15]=3)[CH:10]=[CH:9]2)=[CH:4][CH:3]=1.[BH3-]C#N.[Na+].CCOCC.[OH-].[Na+].